Predict the reaction yield, written as a fraction of the theoretical maximum amount of product (1.0 means a 100% yield; for example, 0.34 means a 34% yield). From a dataset of Reaction yield outcomes from USPTO patents with 853,638 reactions. (1) The reactants are [C:1](=[O:19])([O:7][C:8]1[CH:13]=[CH:12][C:11]([C:14]([CH3:17])([CH3:16])[CH3:15])=[C:10]([OH:18])[CH:9]=1)[O:2][C:3]([CH3:6])([CH3:5])[CH3:4].C(=O)([O-])[O-].[K+].[K+].[CH2:26](Br)[C:27]1[CH:32]=[CH:31][CH:30]=[CH:29][CH:28]=1. The catalyst is CC(C)=O. The product is [C:1](=[O:19])([O:2][C:3]([CH3:6])([CH3:5])[CH3:4])[O:7][C:8]1[CH:13]=[CH:12][C:11]([C:14]([CH3:17])([CH3:16])[CH3:15])=[C:10]([O:18][CH2:26][C:27]2[CH:32]=[CH:31][CH:30]=[CH:29][CH:28]=2)[CH:9]=1. The yield is 0.960. (2) The catalyst is C1COCC1.O.CO. The product is [CH3:19][C:18]1[O:17][N:16]=[C:15]([C:20]2[CH:25]=[CH:24][CH:23]=[CH:22][CH:21]=2)[C:14]=1[C:12]1[N:13]=[C:7]2[CH:6]=[C:5]([C:3]([OH:4])=[O:2])[CH:10]=[CH:9][N:8]2[CH:11]=1. The yield is 0.660. The reactants are C[O:2][C:3]([C:5]1[CH:10]=[CH:9][N:8]2[CH:11]=[C:12]([C:14]3[C:15]([C:20]4[CH:25]=[CH:24][CH:23]=[CH:22][CH:21]=4)=[N:16][O:17][C:18]=3[CH3:19])[N:13]=[C:7]2[CH:6]=1)=[O:4].O.[OH-].[Li+]. (3) The reactants are C([SiH](CC)CC)C.[CH3:8][N:9]1[C:17]2[C:12](=[CH:13][C:14]([C:18]([OH:20])=[O:19])=[CH:15][CH:16]=2)[CH:11]=[CH:10]1.FC(F)(F)C(O)=O. The catalyst is ClCCl. The product is [CH3:8][N:9]1[C:17]2[C:12](=[CH:13][C:14]([C:18]([OH:20])=[O:19])=[CH:15][CH:16]=2)[CH2:11][CH2:10]1. The yield is 0.650. (4) The reactants are [C:1]1([C:7]2[C:11]([C:12]([F:15])([F:14])[F:13])=[C:10]([CH2:16][OH:17])[O:9][N:8]=2)[CH:6]=[CH:5][CH:4]=[CH:3][CH:2]=1.P([O-])([O-])([O-])=[O:19].[Na+].[Na+].[Na+].Cl([O-])=O.[Na+].S([O-])([O-])=O.[Na+].[Na+]. The catalyst is C(#N)C.O.CC1(C)N([O])C(C)(C)CCC1. The product is [C:1]1([C:7]2[C:11]([C:12]([F:15])([F:13])[F:14])=[C:10]([C:16]([OH:19])=[O:17])[O:9][N:8]=2)[CH:2]=[CH:3][CH:4]=[CH:5][CH:6]=1. The yield is 0.990.